The task is: Predict the product of the given reaction.. This data is from Forward reaction prediction with 1.9M reactions from USPTO patents (1976-2016). (1) Given the reactants [Br:1][C:2]1[CH:3]=[CH:4][C:5]([OH:11])=[C:6]([C:8](=[O:10])[CH3:9])[CH:7]=1.[C:12]([CH:16]1[CH2:21][CH2:20][C:19](=O)[CH2:18][CH2:17]1)([CH3:15])([CH3:14])[CH3:13].N1CCCC1, predict the reaction product. The product is: [Br:1][C:2]1[CH:7]=[C:6]2[C:5](=[CH:4][CH:3]=1)[O:11][C:19]1([CH2:20][CH2:21][CH:16]([C:12]([CH3:15])([CH3:14])[CH3:13])[CH2:17][CH2:18]1)[CH2:9][C:8]2=[O:10]. (2) Given the reactants [Cl:1][C:2]1[CH:3]=[CH:4][C:5]2[O:14][C:8]3([CH2:13][CH2:12][NH:11][CH2:10][CH2:9]3)[CH2:7][C:6]=2[CH:15]=1.Cl[CH2:17][C@H:18]1[CH2:20][O:19]1.C[O-].[Na+], predict the reaction product. The product is: [Cl:1][C:2]1[CH:3]=[CH:4][C:5]2[O:14][C:8]3([CH2:9][CH2:10][N:11]([CH2:17][C@H:18]4[CH2:20][O:19]4)[CH2:12][CH2:13]3)[CH2:7][C:6]=2[CH:15]=1. (3) The product is: [CH2:37]([O:36][C:5]([CH3:35])([CH2:6][C:7]1[CH:8]=[CH:9][C:10]([O:13][CH2:14][CH2:15][CH:16]2[CH2:20][N:19]([CH2:21][C:22]3[CH:23]=[CH:24][C:25]([O:28][C:29]([F:31])([F:32])[F:30])=[CH:26][CH:27]=3)[C:18](=[O:33])[N:17]2[CH3:34])=[CH:11][CH:12]=1)[C:4]([OH:39])=[O:3])[CH3:38]. Given the reactants C([O:3][C:4](=[O:39])[C:5]([O:36][CH2:37][CH3:38])([CH3:35])[CH2:6][C:7]1[CH:12]=[CH:11][C:10]([O:13][CH2:14][CH2:15][CH:16]2[CH2:20][N:19]([CH2:21][C:22]3[CH:27]=[CH:26][C:25]([O:28][C:29]([F:32])([F:31])[F:30])=[CH:24][CH:23]=3)[C:18](=[O:33])[N:17]2[CH3:34])=[CH:9][CH:8]=1)C.[OH-].[Na+], predict the reaction product. (4) The product is: [F:18][C:17]([F:20])([F:19])[C:21]([OH:23])=[O:22].[F:1][C:2]([F:16])([F:15])[CH:3]1[CH2:7][CH2:6][NH:5][CH2:4]1. Given the reactants [F:1][C:2]([F:16])([F:15])[CH:3]1[CH2:7][CH2:6][N:5](C(OC(C)(C)C)=O)[CH2:4]1.[C:17]([C:21]([OH:23])=[O:22])([F:20])([F:19])[F:18], predict the reaction product. (5) Given the reactants [Br-].[C:2]([CH2:5][CH2:6][P+](C1C=CC=CC=1)(C1C=CC=CC=1)C1C=CC=CC=1)([OH:4])=[O:3].[CH3:26][C:27]1[CH:34]=[C:33]([CH3:35])[CH:32]=[CH:31][C:28]=1[CH:29]=O.CC(C)([O-])C.[K+].O, predict the reaction product. The product is: [CH3:26][C:27]1[CH:34]=[C:33]([CH3:35])[CH:32]=[CH:31][C:28]=1[CH:29]=[CH:6][CH2:5][C:2]([OH:4])=[O:3].